From a dataset of Forward reaction prediction with 1.9M reactions from USPTO patents (1976-2016). Predict the product of the given reaction. (1) Given the reactants [Br:1][C:2]1[C:3](=[O:10])[NH:4][C:5](=O)[NH:6][C:7]=1[CH3:8].[Cl:11]C1NC(=O)C(C)=C(C)N=1, predict the reaction product. The product is: [Br:1][C:2]1[C:3](=[O:10])[NH:4][C:5]([Cl:11])=[N:6][C:7]=1[CH3:8]. (2) The product is: [Cl:1][C:2]1[CH:7]=[C:6]([Cl:8])[CH:5]=[CH:4][C:3]=1[N:9]([CH3:29])[C:10]([C:12]1[S:21][C:20]2[C:19]3[CH:22]=[C:23]([C:26]([N:35]4[CH2:34][C@@H:33]([CH3:37])[NH:32][C@@H:31]([CH3:30])[CH2:36]4)=[O:27])[CH:24]=[CH:25][C:18]=3[O:17][CH2:16][CH2:15][C:14]=2[CH:13]=1)=[O:11]. Given the reactants [Cl:1][C:2]1[CH:7]=[C:6]([Cl:8])[CH:5]=[CH:4][C:3]=1[N:9]([CH3:29])[C:10]([C:12]1[S:21][C:20]2[C:19]3[CH:22]=[C:23]([C:26](O)=[O:27])[CH:24]=[CH:25][C:18]=3[O:17][CH2:16][CH2:15][C:14]=2[CH:13]=1)=[O:11].[CH3:30][CH:31]1[CH2:36][NH:35][CH2:34][CH:33]([CH3:37])[NH:32]1, predict the reaction product. (3) The product is: [Cl:31][C:6]1[CH:5]=[C:4]([C:47]2[CH:48]=[CH:49][C:44]([CH2:43][C:40]([OH:42])=[O:41])=[CH:45][CH:46]=2)[CH:3]=[C:2]([Cl:1])[C:7]=1[CH2:8][CH:9]1[CH2:13][CH2:12][N:11]([CH:14]2[CH2:22][CH2:21][C:20]3[C:16](=[CH:17][NH:18][N:19]=3)[CH2:15]2)[C:10]1=[O:30].[F:37][C:36]([F:39])([F:38])[S:33]([OH:35])(=[O:34])=[O:32]. Given the reactants [Cl:1][C:2]1[CH:3]=[C:4]([O:32][S:33]([C:36]([F:39])([F:38])[F:37])(=[O:35])=[O:34])[CH:5]=[C:6]([Cl:31])[C:7]=1[CH2:8][CH:9]1[CH2:13][CH2:12][N:11]([CH:14]2[CH2:22][CH2:21][C:20]3[C:16](=[CH:17][N:18](S(C(F)(F)F)(=O)=O)[N:19]=3)[CH2:15]2)[C:10]1=[O:30].[C:40]([CH2:43][C:44]1[CH:49]=[CH:48][C:47](B(O)O)=[CH:46][CH:45]=1)([OH:42])=[O:41].C(=O)([O-])[O-].[Na+].[Na+].C(OCC)(=O)C, predict the reaction product. (4) Given the reactants Br[C:2]1[CH:7]=[C:6]([CH3:8])[C:5]([C:9]([N:11]2[CH2:16][CH2:15][CH:14]([N:17]3[CH2:22][CH2:21][CH:20]([OH:23])[CH2:19][CH2:18]3)[CH2:13][CH2:12]2)=[O:10])=[C:4]([CH3:24])[CH:3]=1.[F:25][C:26]([F:37])([F:36])[C:27]1[CH:28]=[C:29](B(O)O)[CH:30]=[CH:31][CH:32]=1, predict the reaction product. The product is: [CH3:24][C:4]1[CH:3]=[C:2]([C:31]2[CH:30]=[CH:29][CH:28]=[C:27]([C:26]([F:37])([F:36])[F:25])[CH:32]=2)[CH:7]=[C:6]([CH3:8])[C:5]=1[C:9]([N:11]1[CH2:16][CH2:15][CH:14]([N:17]2[CH2:22][CH2:21][CH:20]([OH:23])[CH2:19][CH2:18]2)[CH2:13][CH2:12]1)=[O:10]. (5) Given the reactants [F:1][C:2]([F:19])([F:18])[S:3]([O:6][C:7]1[CH:16]=[CH:15][C:14]2[CH2:13][CH2:12][CH:11]([OH:17])[CH2:10][C:9]=2[CH:8]=1)(=[O:5])=[O:4].N1C=CN=C1.[Si:25](Cl)([C:28]([CH3:31])([CH3:30])[CH3:29])([CH3:27])[CH3:26], predict the reaction product. The product is: [F:19][C:2]([F:18])([F:1])[S:3]([O:6][C:7]1[CH:16]=[CH:15][C:14]2[CH2:13][CH2:12][CH:11]([O:17][Si:25]([C:28]([CH3:31])([CH3:30])[CH3:29])([CH3:27])[CH3:26])[CH2:10][C:9]=2[CH:8]=1)(=[O:4])=[O:5]. (6) Given the reactants [CH2:1]([NH2:4])[CH2:2][NH2:3].[CH3:5][C:6]1([CH3:13])[C@@H:11]([OH:12])[C:9](=[O:10])[O:8][CH2:7]1, predict the reaction product. The product is: [NH2:3][CH2:2][CH2:1][NH:4][C:9](=[O:10])[C@H:11]([OH:12])[C:6]([CH3:13])([CH3:5])[CH2:7][OH:8].